Task: Predict the product of the given reaction.. Dataset: Forward reaction prediction with 1.9M reactions from USPTO patents (1976-2016) (1) Given the reactants C(=O)([O-])[O-].[Na+].[Na+].Br[C:8]1[NH:12][C:11]([C:13]2[CH:18]=[CH:17][C:16]([F:19])=[CH:15][CH:14]=2)=[N:10][N:9]=1.[F:20][CH:21]([F:46])[C@@:22]1([C:30]2[CH:35]=[C:34](B3OC(C)(C)C(C)(C)O3)[CH:33]=[CH:32][C:31]=2[F:45])[C@@H:28]2[C@@H:26]([CH2:27]2)[O:25][C:24]([NH2:29])=[N:23]1.O1CCOCC1, predict the reaction product. The product is: [F:46][CH:21]([F:20])[C@@:22]1([C:30]2[CH:35]=[C:34]([C:8]3[NH:12][C:11]([C:13]4[CH:18]=[CH:17][C:16]([F:19])=[CH:15][CH:14]=4)=[N:10][N:9]=3)[CH:33]=[CH:32][C:31]=2[F:45])[C@@H:28]2[C@@H:26]([CH2:27]2)[O:25][C:24]([NH2:29])=[N:23]1. (2) Given the reactants Cl[C:2]1[N:7]=[N:6][C:5]([C:8]([NH2:10])=[O:9])=[C:4]([NH:11][C:12]2[CH:17]=[CH:16][CH:15]=[C:14]([CH2:18][CH2:19][CH3:20])[N:13]=2)[CH:3]=1.[NH2:21][C@@H:22]1[CH2:27][CH2:26][CH2:25][CH2:24][C@@H:23]1[NH:28][C:29](=[O:35])[O:30][C:31]([CH3:34])([CH3:33])[CH3:32], predict the reaction product. The product is: [C:8]([C:5]1[N:6]=[N:7][C:2]([NH:21][C@@H:22]2[CH2:27][CH2:26][CH2:25][CH2:24][C@@H:23]2[NH:28][C:29](=[O:35])[O:30][C:31]([CH3:33])([CH3:32])[CH3:34])=[CH:3][C:4]=1[NH:11][C:12]1[CH:17]=[CH:16][CH:15]=[C:14]([CH2:18][CH2:19][CH3:20])[N:13]=1)(=[O:9])[NH2:10]. (3) Given the reactants [CH2:1]=O.[NH:3]1[CH2:8][CH2:7][O:6][CH2:5][CH2:4]1.S(=O)(=O)(O)O.[CH2:14]([OH:17])[C:15]#[CH:16].[I-].[K+], predict the reaction product. The product is: [O:6]1[CH2:7][CH2:8][N:3]([CH2:1][C:16]#[C:15][CH2:14][OH:17])[CH2:4][CH2:5]1. (4) The product is: [CH3:7][C:8]1[O:12][C:11]([C:13]([O-:15])=[O:14])=[N:10][N:9]=1.[K+:6]. Given the reactants C[Si](C)(C)[O-].[K+:6].[CH3:7][C:8]1[O:12][C:11]([C:13]([O:15]CC)=[O:14])=[N:10][N:9]=1, predict the reaction product. (5) Given the reactants [CH3:1][O:2][C:3](=[O:12])[C:4]1[CH:9]=[CH:8][C:7]([CH:10]=O)=[CH:6][CH:5]=1.[CH:13]1([C:19]2[CH:25]=[CH:24][C:22]([NH2:23])=[CH:21][CH:20]=2)[CH2:18][CH2:17][CH2:16][CH2:15][CH2:14]1, predict the reaction product. The product is: [CH3:1][O:2][C:3](=[O:12])[C:4]1[CH:9]=[CH:8][C:7]([CH:10]=[N:23][C:22]2[CH:24]=[CH:25][C:19]([CH:13]3[CH2:18][CH2:17][CH2:16][CH2:15][CH2:14]3)=[CH:20][CH:21]=2)=[CH:6][CH:5]=1. (6) Given the reactants [Cl:1][C:2]1[N:7]=[C:6]2[CH2:8][CH2:9][CH2:10][C:5]2=[C:4]([Cl:11])[CH:3]=1.B(O)(O)[C:13]1[CH:18]=[CH:17][CH:16]=[C:15]([CH3:19])[CH:14]=1, predict the reaction product. The product is: [ClH:1].[Cl:11][C:4]1[CH:3]=[C:2]([C:13]2[CH:14]=[C:15]([CH3:19])[CH:16]=[CH:17][CH:18]=2)[N:7]=[C:6]2[CH2:8][CH2:9][CH2:10][C:5]=12. (7) Given the reactants C(N(CC)C(C)C)(C)C.FC(F)(F)C(O)=O.[Cl:17][C:18]1[CH:19]=[CH:20][C:21]2[O:25][C:24]([C:26]3[CH:31]=[CH:30][C:29]([C:32]([N:34]4[CH2:39][CH2:38][NH:37][CH2:36][CH2:35]4)=[O:33])=[CH:28][CH:27]=3)=[N:23][C:22]=2[CH:40]=1.[OH:41][C:42]1([C:45](O)=[O:46])[CH2:44][CH2:43]1.F[P-](F)(F)(F)(F)F.N1(OC(N(C)C)=[N+](C)C)C2C=CC=CC=2N=N1, predict the reaction product. The product is: [Cl:17][C:18]1[CH:19]=[CH:20][C:21]2[O:25][C:24]([C:26]3[CH:27]=[CH:28][C:29]([C:32]([N:34]4[CH2:35][CH2:36][N:37]([C:45]([C:42]5([OH:41])[CH2:44][CH2:43]5)=[O:46])[CH2:38][CH2:39]4)=[O:33])=[CH:30][CH:31]=3)=[N:23][C:22]=2[CH:40]=1.